This data is from Forward reaction prediction with 1.9M reactions from USPTO patents (1976-2016). The task is: Predict the product of the given reaction. (1) Given the reactants Br[C:2]1[C:3]([Cl:16])=[C:4]([C:9]2[CH:14]=[CH:13][C:12]([F:15])=[CH:11][CH:10]=2)[C:5]([CH3:8])=[N:6][CH:7]=1.[C:17]1(B(O)O)[CH:22]=[CH:21][CH:20]=[CH:19][CH:18]=1.C(=O)(O)[O-].[Na+].C1(P(C2C=CC=CC=2)C2C=CC=CC=2)C=CC=CC=1, predict the reaction product. The product is: [Cl:16][C:3]1[C:2]([C:17]2[CH:22]=[CH:21][CH:20]=[CH:19][CH:18]=2)=[CH:7][N:6]=[C:5]([CH3:8])[C:4]=1[C:9]1[CH:14]=[CH:13][C:12]([F:15])=[CH:11][CH:10]=1. (2) The product is: [C:11]([C:10]1[N:4]2[CH:5]=[CH:6][N:7]=[C:2]([Cl:1])[C:3]2=[C:8]([C:16]2[CH:25]=[C:24]3[C:19]([CH:20]=[CH:21][C:22]([C:26]4[CH:31]=[CH:30][CH:29]=[CH:28][CH:27]=4)=[N:23]3)=[CH:18][CH:17]=2)[N:9]=1)([CH3:14])([CH3:13])[CH3:12]. Given the reactants [Cl:1][C:2]1[C:3]([CH:8]([C:16]2[CH:25]=[C:24]3[C:19]([CH:20]=[CH:21][C:22]([C:26]4[CH:31]=[CH:30][CH:29]=[CH:28][CH:27]=4)=[N:23]3)=[CH:18][CH:17]=2)[NH:9][C:10](=O)[C:11]([CH3:14])([CH3:13])[CH3:12])=[N:4][CH:5]=[CH:6][N:7]=1.CC([O-])(C)C.[K+].O=P(Cl)(Cl)Cl, predict the reaction product. (3) Given the reactants F[C:2]1[CH:7]=[CH:6][C:5]([C:8](=[O:23])[CH2:9][C:10]2[CH:15]=[C:14]([C:16]3[S:17][CH:18]=[CH:19][CH:20]=3)[CH:13]=[CH:12][C:11]=2[O:21][CH3:22])=[CH:4][CH:3]=1.[NH:24]1[CH2:28][CH2:27][CH2:26][CH2:25]1.C(=O)([O-])[O-].[Na+].[Na+], predict the reaction product. The product is: [CH3:22][O:21][C:11]1[CH:12]=[CH:13][C:14]([C:16]2[S:17][CH:18]=[CH:19][CH:20]=2)=[CH:15][C:10]=1[CH2:9][C:8]([C:5]1[CH:6]=[CH:7][C:2]([N:24]2[CH2:28][CH2:27][CH2:26][CH2:25]2)=[CH:3][CH:4]=1)=[O:23]. (4) Given the reactants Cl[C:2]1[C:7]([Cl:8])=[CH:6][C:5]([C:9]([F:12])([F:11])[F:10])=[CH:4][N:3]=1.[CH2:13]([NH:20][S:21]([C:24]1[CH:29]=[CH:28][C:27]([C:30]#[N:31])=[CH:26][CH:25]=1)(=[O:23])=[O:22])[C:14]1[CH:19]=[CH:18][CH:17]=[CH:16][CH:15]=1, predict the reaction product. The product is: [CH2:13]([N:20]([C:2]1[C:7]([Cl:8])=[CH:6][C:5]([C:9]([F:12])([F:11])[F:10])=[CH:4][N:3]=1)[S:21]([C:24]1[CH:25]=[CH:26][C:27]([C:30]#[N:31])=[CH:28][CH:29]=1)(=[O:23])=[O:22])[C:14]1[CH:19]=[CH:18][CH:17]=[CH:16][CH:15]=1. (5) Given the reactants [N+:1]([C:4]1[CH:5]=[C:6]2[NH:12]C(=O)[O:10][C:8](=O)[C:7]2=[CH:14][CH:15]=1)([O-:3])=[O:2].[Cl:16][C:17]1[CH:25]=[C:24]([Cl:26])[CH:23]=[CH:22][C:18]=1[CH2:19][CH2:20][NH2:21].CN(C=O)C, predict the reaction product. The product is: [NH2:12][C:6]1[CH:5]=[C:4]([N+:1]([O-:3])=[O:2])[CH:15]=[CH:14][C:7]=1[C:8]([NH:21][CH2:20][CH2:19][C:18]1[CH:22]=[CH:23][C:24]([Cl:26])=[CH:25][C:17]=1[Cl:16])=[O:10].